This data is from Forward reaction prediction with 1.9M reactions from USPTO patents (1976-2016). The task is: Predict the product of the given reaction. Given the reactants [Cl:1][C:2]1[CH:3]=[C:4]([CH:13]2[CH2:18][CH2:17][CH2:16][CH2:15][CH2:14]2)[C:5]2[O:9][CH:8]([CH2:10][NH2:11])[CH2:7][C:6]=2[CH:12]=1.C(N(C(C)C)CC)(C)C.Cl[C:29]([O:31][CH3:32])=[O:30].C(OC(=O)NCC1CC2C=CC=C(C3CCCC3)C=2O1)C1C=CC=CC=1, predict the reaction product. The product is: [CH3:32][O:31][C:29](=[O:30])[NH:11][CH2:10][CH:8]1[CH2:7][C:6]2[CH:12]=[C:2]([Cl:1])[CH:3]=[C:4]([CH:13]3[CH2:14][CH2:15][CH2:16][CH2:17][CH2:18]3)[C:5]=2[O:9]1.